This data is from CYP2D6 inhibition data for predicting drug metabolism from PubChem BioAssay. The task is: Regression/Classification. Given a drug SMILES string, predict its absorption, distribution, metabolism, or excretion properties. Task type varies by dataset: regression for continuous measurements (e.g., permeability, clearance, half-life) or binary classification for categorical outcomes (e.g., BBB penetration, CYP inhibition). Dataset: cyp2d6_veith. (1) The drug is COc1ccccc1N1CCN(CCCCN2C(=O)CCC2=O)CC1. The result is 0 (non-inhibitor). (2) The result is 0 (non-inhibitor). The molecule is C[C@@H]1CN2[C@@H](CC[C@@H](C)[C@H]2c2ccc(Br)cc2)C(=O)O1. (3) The molecule is Cc1ccc(N2CCN(C(=O)c3ccccc3NC(=O)/C=C\C(=O)O)CC2)cc1. The result is 0 (non-inhibitor). (4) The compound is Nc1cc(S(=O)(=O)O)cc2ccc(S(=O)(=O)O)cc12. The result is 0 (non-inhibitor).